The task is: Predict the reactants needed to synthesize the given product.. This data is from Full USPTO retrosynthesis dataset with 1.9M reactions from patents (1976-2016). (1) Given the product [O:19]1[C:23]2[CH:24]=[CH:25][C:26]([CH:28]3[CH2:33][CH2:32][CH2:31][N:30]([C:11]([C@@H:2]4[O:1][C:6]5[CH:7]=[CH:8][CH:9]=[CH:10][C:5]=5[O:4][CH2:3]4)=[O:13])[CH2:29]3)=[CH:27][C:22]=2[O:21][CH2:20]1, predict the reactants needed to synthesize it. The reactants are: [O:1]1[C:6]2[CH:7]=[CH:8][CH:9]=[CH:10][C:5]=2[O:4][CH2:3][C@@H:2]1[C:11]([OH:13])=O.S(Cl)(Cl)=O.Cl.[O:19]1[C:23]2[CH:24]=[CH:25][C:26]([CH:28]3[CH2:33][CH2:32][CH2:31][NH:30][CH2:29]3)=[CH:27][C:22]=2[O:21][CH2:20]1.CCN(C(C)C)C(C)C. (2) The reactants are: C(OC([N:11]1[CH2:19][C:18]2[C:13](=[CH:14][CH:15]=[C:16]([F:20])[CH:17]=2)[CH:12]1[C:21]1[CH:26]=[C:25]([Cl:27])[CH:24]=[CH:23][C:22]=1[O:28][CH2:29][C:30]([O:32][CH2:33][CH3:34])=[O:31])=O)C1C=CC=CC=1. Given the product [ClH:27].[CH2:33]([O:32][C:30](=[O:31])[CH2:29][O:28][C:22]1[CH:23]=[CH:24][C:25]([Cl:27])=[CH:26][C:21]=1[CH:12]1[C:13]2[C:18](=[CH:17][C:16]([F:20])=[CH:15][CH:14]=2)[CH2:19][NH:11]1)[CH3:34], predict the reactants needed to synthesize it. (3) The reactants are: [CH3:1][O:2][C:3]1[CH:11]=[CH:10][C:9]([CH:12]=[CH:13][N+:14]([O-])=O)=[CH:8][C:4]=1[C:5]([O-:7])=[O:6].[ClH:17].[H][H].[CH3:20]O. Given the product [ClH:17].[NH2:14][CH2:13][CH2:12][C:9]1[CH:10]=[CH:11][C:3]([O:2][CH3:1])=[C:4]([CH:8]=1)[C:5]([O:7][CH3:20])=[O:6], predict the reactants needed to synthesize it. (4) Given the product [F:1][C:2]1[CH:7]=[CH:6][C:5]([CH2:8][CH2:9][C:10]([Cl:15])=[O:12])=[CH:4][CH:3]=1, predict the reactants needed to synthesize it. The reactants are: [F:1][C:2]1[CH:7]=[CH:6][C:5]([CH2:8][CH2:9][C:10]([OH:12])=O)=[CH:4][CH:3]=1.S(Cl)([Cl:15])=O.C1(C)C=CC=CC=1. (5) The reactants are: [Br:1][C:2]1[C:6]2[S:7][C:8](Br)=[C:9]([Br:10])[C:5]=2[S:4][C:3]=1Br.[CH2:13]([Li])[CH2:14][CH2:15]C.[CH:18](=[O:25])[C:19]1[CH:24]=[CH:23][CH:22]=[CH:21][CH:20]=1.O.[CH2:27]1[CH2:31][O:30][CH2:29][CH2:28]1. Given the product [Br:1][C:2]1[C:6]2[S:7][C:8]([CH:29]([C:28]3[CH:27]=[CH:31][CH:15]=[CH:14][CH:13]=3)[OH:30])=[C:9]([Br:10])[C:5]=2[S:4][C:3]=1[CH:18]([C:19]1[CH:24]=[CH:23][CH:22]=[CH:21][CH:20]=1)[OH:25], predict the reactants needed to synthesize it. (6) Given the product [NH2:7][C:8]1[N:13]=[C:12]([O:14][CH2:15][C:16]([NH2:39])=[O:17])[C:11]([C:20]2[CH:25]=[CH:24][C:23](=[O:26])[N:22]([CH:27]([CH3:28])[CH3:29])[N:21]=2)=[C:10]([C:30]2[CH:35]=[CH:34][CH:33]=[CH:32][CH:31]=2)[N:9]=1, predict the reactants needed to synthesize it. The reactants are: CC(C)([O-])C.[K+].[NH2:7][C:8]1[N:13]=[C:12]([O:14][CH2:15][C:16](OC)=[O:17])[C:11]([C:20]2[CH:25]=[CH:24][C:23](=[O:26])[N:22]([CH:27]([CH3:29])[CH3:28])[N:21]=2)=[C:10]([C:30]2[CH:35]=[CH:34][CH:33]=[CH:32][CH:31]=2)[N:9]=1.O.C([NH2:39])=O. (7) Given the product [F:26][C:27]([F:43])([F:42])[C:28]([NH:30][C:31]1[CH:36]=[C:35]([F:37])[CH:34]=[CH:33][C:32]=1[O:38][CH2:39][CH2:40][CH3:41])=[CH:6][C:1]([OH:3])=[O:2], predict the reactants needed to synthesize it. The reactants are: [C:1]([CH:6]=P(C1C=CC=CC=1)(C1C=CC=CC=1)C1C=CC=CC=1)([O:3]CC)=[O:2].[F:26][C:27]([F:43])([F:42])[C:28]([NH:30][C:31]1[CH:36]=[C:35]([F:37])[CH:34]=[CH:33][C:32]=1[O:38][CH2:39][CH2:40][CH3:41])=O.